This data is from Reaction yield outcomes from USPTO patents with 853,638 reactions. The task is: Predict the reaction yield, written as a fraction of the theoretical maximum amount of product (1.0 means a 100% yield; for example, 0.34 means a 34% yield). (1) The reactants are [C:1](Cl)(=[O:17])[CH2:2][CH2:3][CH2:4][CH2:5][CH2:6][CH2:7][CH2:8][CH2:9][CH2:10][CH2:11][CH2:12][CH2:13][CH2:14][CH2:15][CH3:16].[CH2:19]([O:26][CH2:27][C@H:28]([O:31][CH2:32][CH2:33][CH2:34][CH2:35][CH2:36][CH2:37][CH2:38][CH2:39][CH2:40][CH2:41][CH2:42][CH2:43][CH2:44][CH2:45][CH2:46][CH3:47])[CH2:29][OH:30])[C:20]1[CH:25]=[CH:24][CH:23]=[CH:22][CH:21]=1.N1C=CC=CC=1. The catalyst is C(Cl)Cl. The product is [CH2:19]([O:26][CH2:27][C@H:28]([O:31][CH2:32][CH2:33][CH2:34][CH2:35][CH2:36][CH2:37][CH2:38][CH2:39][CH2:40][CH2:41][CH2:42][CH2:43][CH2:44][CH2:45][CH2:46][CH3:47])[CH2:29][O:30][C:1](=[O:17])[CH2:2][CH2:3][CH2:4][CH2:5][CH2:6][CH2:7][CH2:8][CH2:9][CH2:10][CH2:11][CH2:12][CH2:13][CH2:14][CH2:15][CH3:16])[C:20]1[CH:25]=[CH:24][CH:23]=[CH:22][CH:21]=1. The yield is 0.960. (2) The reactants are [Cl:1][C:2]1[C:3]([CH3:11])=[C:4]([CH:8]=[CH:9][CH:10]=1)[C:5]([OH:7])=[O:6].S(=O)(=O)(O)O.[OH-].[Na+].[CH3:19]O. The catalyst is CCOCC. The product is [Cl:1][C:2]1[C:3]([CH3:11])=[C:4]([CH:8]=[CH:9][CH:10]=1)[C:5]([O:7][CH3:19])=[O:6]. The yield is 0.990. (3) The reactants are [F:1][C:2]1[CH:3]=[C:4]2[C:8](=[CH:9][CH:10]=1)[NH:7][C:6](=[O:11])[CH2:5]2.[CH2:12]([N:14]([CH2:29][CH3:30])[CH2:15][CH2:16][NH:17][C:18]([C:20]1[C:24]([CH3:25])=[C:23]([CH:26]=O)[NH:22][C:21]=1[CH3:28])=[O:19])[CH3:13]. No catalyst specified. The product is [CH2:29]([N:14]([CH2:12][CH3:13])[CH2:15][CH2:16][NH:17][C:18]([C:20]1[C:24]([CH3:25])=[C:23]([CH:26]=[C:5]2[C:4]3[C:8](=[CH:9][CH:10]=[C:2]([F:1])[CH:3]=3)[NH:7][C:6]2=[O:11])[NH:22][C:21]=1[CH3:28])=[O:19])[CH3:30]. The yield is 0.550. (4) The yield is 0.480. The product is [F:1][C:2]1[CH:3]=[C:4]([N:21]2[CH2:25][C@H:24]([CH2:26][N:27]3[CH:31]=[CH:30][N:29]=[N:28]3)[O:23][C:22]2=[O:32])[CH:5]=[CH:6][C:7]=1[C:8]1[CH:9]=[N:10][C:11]([C:14]2[CH2:18][C@@H:17]([CH2:19][O:20][CH3:33])[O:16][N:15]=2)=[CH:12][CH:13]=1. The reactants are [F:1][C:2]1[CH:3]=[C:4]([N:21]2[CH2:25][C@H:24]([CH2:26][N:27]3[CH:31]=[CH:30][N:29]=[N:28]3)[O:23][C:22]2=[O:32])[CH:5]=[CH:6][C:7]=1[C:8]1[CH:9]=[N:10][C:11]([C:14]2[CH2:18][C@@H:17]([CH2:19][OH:20])[O:16][N:15]=2)=[CH:12][CH:13]=1.[CH3:33]I.[H-].[Na+]. The catalyst is CN(C=O)C.O. (5) The reactants are [NH2:1][C:2]1[C:7]([S:8](Cl)(=[O:10])=[O:9])=[CH:6][C:5]([Br:12])=[CH:4][N:3]=1.[N:13]1[CH:18]=CC=C[CH:14]=1.CNC.C1COCC1. The catalyst is O1CCOCC1. The product is [NH2:1][C:2]1[C:7]([S:8]([N:13]([CH3:18])[CH3:14])(=[O:10])=[O:9])=[CH:6][C:5]([Br:12])=[CH:4][N:3]=1. The yield is 0.550. (6) The reactants are [CH:1]#[C:2][CH3:3].[Cl:4][C:5]1[CH:10]=[CH:9][C:8]([C@@H:11]2[N:17]([C@@H:18]([C:20]3[CH:25]=[CH:24][C:23]([Cl:26])=[CH:22][CH:21]=3)[CH3:19])[C:16](=[O:27])[C:15]3[CH:28]=[C:29](I)[CH:30]=[CH:31][C:14]=3[NH:13][C:12]2=[O:33])=[CH:7][CH:6]=1.C(N(CC)CC)C. The catalyst is [Cu](I)I.Cl[Pd](Cl)([P](C1C=CC=CC=1)(C1C=CC=CC=1)C1C=CC=CC=1)[P](C1C=CC=CC=1)(C1C=CC=CC=1)C1C=CC=CC=1.C(#N)C. The product is [Cl:4][C:5]1[CH:10]=[CH:9][C:8]([C@@H:11]2[N:17]([C@@H:18]([C:20]3[CH:25]=[CH:24][C:23]([Cl:26])=[CH:22][CH:21]=3)[CH3:19])[C:16](=[O:27])[C:15]3[CH:28]=[C:29]([C:1]#[C:2][CH3:3])[CH:30]=[CH:31][C:14]=3[NH:13][C:12]2=[O:33])=[CH:7][CH:6]=1. The yield is 0.890. (7) The reactants are [CH3:1][C@@:2]12[C:21](=[O:22])[CH2:20][CH2:19][C@H:3]1[C@H:4]1[C@H:9]([CH2:10][CH2:11]2)[C@:8]([CH2:13][CH2:14][C:15]([OH:17])=[O:16])([CH3:12])[C:7](=O)[CH2:6][CH2:5]1.CC([O-])=O.[Na+]. The catalyst is CC(OC(C)=O)=O. The product is [CH3:12][C@@:8]12[C@H:9]3[CH2:10][CH2:11][C@@:2]4([CH3:1])[C@H:3]([C@@H:4]3[CH2:5][CH:6]=[C:7]1[O:17][C:15](=[O:16])[CH2:14][CH2:13]2)[CH2:19][CH2:20][C:21]4=[O:22]. The yield is 0.800. (8) The reactants are Br[C:2]1[CH:27]=[CH:26][C:5]([CH2:6][NH:7][C:8]2[CH:13]=[C:12]([O:14][CH2:15][C:16]3[CH:21]=[CH:20][C:19]([CH3:22])=[CH:18][N:17]=3)[CH:11]=[CH:10][C:9]=2[N+:23]([O-:25])=[O:24])=[C:4]([F:28])[CH:3]=1.CC(OC1C=CC=C(OC(C)C)C=1C1C(P(C2CCCCC2)C2CCCCC2)=CC=CC=1)C.Cl.[F:63][C:64]1([F:68])[CH2:67][NH:66][CH2:65]1.N#N. No catalyst specified. The product is [F:63][C:64]1([F:68])[CH2:67][N:66]([C:2]2[CH:27]=[CH:26][C:5]([CH2:6][NH:7][C:8]3[CH:13]=[C:12]([O:14][CH2:15][C:16]4[CH:21]=[CH:20][C:19]([CH3:22])=[CH:18][N:17]=4)[CH:11]=[CH:10][C:9]=3[N+:23]([O-:25])=[O:24])=[C:4]([F:28])[CH:3]=2)[CH2:65]1. The yield is 0.610.